The task is: Predict the reactants needed to synthesize the given product.. This data is from Full USPTO retrosynthesis dataset with 1.9M reactions from patents (1976-2016). (1) Given the product [C:1]([Si:5]([CH3:27])([CH3:28])[O:6][C@H:7]([C:20]1[CH:21]=[N:22][C:23]([Cl:26])=[CH:24][CH:25]=1)[CH2:8][NH:29][C:30]([CH3:42])([CH3:41])[CH2:31][C:32]1[CH:33]=[CH:34][C:35]([N+:38]([O-:40])=[O:39])=[CH:36][CH:37]=1)([CH3:2])([CH3:3])[CH3:4], predict the reactants needed to synthesize it. The reactants are: [C:1]([Si:5]([CH3:28])([CH3:27])[O:6][C@H:7]([C:20]1[CH:21]=[N:22][C:23]([Cl:26])=[CH:24][CH:25]=1)[CH2:8]OS(C1C=CC(C)=CC=1)(=O)=O)([CH3:4])([CH3:3])[CH3:2].[NH2:29][C:30]([CH3:42])([CH3:41])[CH2:31][C:32]1[CH:37]=[CH:36][C:35]([N+:38]([O-:40])=[O:39])=[CH:34][CH:33]=1. (2) Given the product [OH:8][C:4]([CH3:7])([CH3:3])[CH2:5][O:6][C:10]1[N:15]=[CH:14][C:13]([C:16]#[N:17])=[CH:12][CH:11]=1, predict the reactants needed to synthesize it. The reactants are: [H-].[Na+].[CH3:3][C:4]([OH:8])([CH3:7])[CH2:5][OH:6].Cl[C:10]1[N:15]=[CH:14][C:13]([C:16]#[N:17])=[CH:12][CH:11]=1. (3) Given the product [Cl:1][C:2]1[N:3]=[C:4]([NH:20][C:18]2[CH:19]=[C:15]([CH:12]3[CH2:14][CH2:13]3)[NH:16][N:17]=2)[C:5]2[S:10][CH:9]=[CH:8][C:6]=2[N:7]=1, predict the reactants needed to synthesize it. The reactants are: [Cl:1][C:2]1[N:3]=[C:4](Cl)[C:5]2[S:10][CH:9]=[CH:8][C:6]=2[N:7]=1.[CH:12]1([C:15]2[CH:19]=[C:18]([NH2:20])[NH:17][N:16]=2)[CH2:14][CH2:13]1.C(N(CC)CC)C. (4) Given the product [Br:16][C:14]1[CH:13]=[CH:12][C:5]2[C:6]3[C:7](=[O:8])[NH:19][CH:17]=[N:1][C:2]=3[S:3][C:4]=2[CH:15]=1, predict the reactants needed to synthesize it. The reactants are: [NH2:1][C:2]1[S:3][C:4]2[CH:15]=[C:14]([Br:16])[CH:13]=[CH:12][C:5]=2[C:6]=1[C:7](OCC)=[O:8].[CH:17]([NH2:19])=O.C([O-])=O.[NH4+]. (5) Given the product [C:83]([N:80]1[CH2:79][CH:78]=[C:77]([C:60]2[CH:59]=[CH:58][C:57]([C:54]([NH2:55])=[O:56])=[C:62]([NH:46][C:45]3[CH:47]=[CH:48][C:42]([O:41][CH:38]4[CH2:37][CH2:36][N:35]([CH3:34])[CH2:40][CH2:39]4)=[CH:43][CH:44]=3)[N:61]=2)[CH2:82][CH2:81]1)(=[O:85])[CH:2]=[CH2:3], predict the reactants needed to synthesize it. The reactants are: Cl[C:2]1N=C(Cl)C=C[C:3]=1C(N)=O.CC1(C)C(C)(C)OB(C2CCN(C(OC(C)(C)C)=O)CC=2)O1.[CH3:34][N:35]1[CH2:40][CH2:39][CH:38]([O:41][C:42]2[CH:48]=[CH:47][C:45]([NH2:46])=[CH:44][CH:43]=2)[CH2:37][CH2:36]1.C(O)(=O)C=C.[C:54]([C:57]1[CH:58]=[CH:59][C:60]([C:77]2[CH2:82][CH2:81][N:80]([C:83]([O:85]C(C)(C)C)=O)[CH2:79][CH:78]=2)=[N:61][C:62]=1NC1C=CC(CCN2CCCC2)=CC=1)(=[O:56])[NH2:55].O(C1C=C(C=CC=1)OC1N=CC(C2CCNCC2)=CC=1C(N)=O)C1C=CC=CC=1. (6) Given the product [CH3:6][O:5][C:3](=[O:4])[CH2:2][N:28]1[CH2:29][CH2:30][C:31]2[N:32]=[C:24]([C:21]3[CH:20]=[CH:19][C:18]([O:17][C@H:15]4[CH2:14][C@H:13]([N:7]5[CH2:12][CH2:11][CH2:10][CH2:9][CH2:8]5)[CH2:16]4)=[CH:23][CH:22]=3)[S:25][C:26]=2[CH2:27]1, predict the reactants needed to synthesize it. The reactants are: Br[CH2:2][C:3]([O:5][CH3:6])=[O:4].[N:7]1([C@H:13]2[CH2:16][C@H:15]([O:17][C:18]3[CH:23]=[CH:22][C:21]([C:24]4[S:25][C:26]5[CH2:27][NH:28][CH2:29][CH2:30][C:31]=5[N:32]=4)=[CH:20][CH:19]=3)[CH2:14]2)[CH2:12][CH2:11][CH2:10][CH2:9][CH2:8]1.P([O-])([O-])([O-])=O.[K+].[K+].[K+].[I-].[Na+].